Dataset: Forward reaction prediction with 1.9M reactions from USPTO patents (1976-2016). Task: Predict the product of the given reaction. (1) Given the reactants [Br:1][C:2]1[CH:3]=[CH:4][C:5]([O:14][CH3:15])=[C:6]([C:8](=O)[CH2:9][CH2:10][CH2:11]Cl)[CH:7]=1.[CH3:16][NH2:17].[BH4-].[Na+], predict the reaction product. The product is: [Br:1][C:2]1[CH:3]=[CH:4][C:5]([O:14][CH3:15])=[C:6]([CH:8]2[CH2:9][CH2:10][CH2:11][N:17]2[CH3:16])[CH:7]=1. (2) Given the reactants [C:1]1([C:7]#[C:8]C#C)[CH:6]=[CH:5][CH:4]=[CH:3][CH:2]=1.[Mg].BrC1C=CC(C=C)=CC=1.Cl[P:22]([C:29]1[CH:34]=[CH:33][CH:32]=[CH:31][CH:30]=1)[C:23]1[CH:28]=[CH:27][CH:26]=[CH:25][CH:24]=1, predict the reaction product. The product is: [CH:7]([C:1]1[CH:2]=[CH:3][C:4]([P:22]([C:29]2[CH:30]=[CH:31][CH:32]=[CH:33][CH:34]=2)[C:23]2[CH:28]=[CH:27][CH:26]=[CH:25][CH:24]=2)=[CH:5][CH:6]=1)=[CH2:8].